Dataset: Forward reaction prediction with 1.9M reactions from USPTO patents (1976-2016). Task: Predict the product of the given reaction. (1) Given the reactants [NH2:1][CH2:2][CH2:3][CH2:4][CH2:5][NH:6][S:7]([C:10]1[CH:15]=[CH:14][C:13]([Cl:16])=[CH:12][C:11]=1[Cl:17])(=[O:9])=[O:8].[S:18]1[C:22]2[CH:23]=[CH:24][CH:25]=[CH:26][C:21]=2[CH:20]=[C:19]1[C:27]([NH:29][C@@H:30]([CH2:34][CH:35]([Cl:37])[Cl:36])[C:31](O)=[O:32])=[O:28].CN1CCOCC1.CCN=C=NCCCN(C)C.Cl, predict the reaction product. The product is: [Cl:37][CH:35]([Cl:36])[CH2:34][C@H:30]([NH:29][C:27]([C:19]1[S:18][C:22]2[CH:23]=[CH:24][CH:25]=[CH:26][C:21]=2[CH:20]=1)=[O:28])[C:31]([NH:1][CH2:2][CH2:3][CH2:4][CH2:5][NH:6][S:7]([C:10]1[CH:15]=[CH:14][C:13]([Cl:16])=[CH:12][C:11]=1[Cl:17])(=[O:9])=[O:8])=[O:32]. (2) Given the reactants [CH:1]([NH:4]C(C)C)(C)C.[Li]CCCC.[Li+].CC([N-]C(C)C)C.[Br:21][C:22]1[CH:23]=[C:24]([CH2:28][C:29]#[N:30])[CH:25]=[CH:26][CH:27]=1.ClC1C=CC=CC=1CSC#N, predict the reaction product. The product is: [Br:21][C:22]1[CH:23]=[C:24]([CH:28]([C:1]#[N:4])[C:29]#[N:30])[CH:25]=[CH:26][CH:27]=1. (3) Given the reactants [OH:1][CH2:2][CH2:3][C:4]1[CH:5]=[C:6]([CH2:12][CH:13]([O:19][CH:20]([CH3:22])[CH3:21])[C:14]([O:16]CC)=[O:15])[CH:7]=[CH:8][C:9]=1[O:10][CH3:11].[F:23][C:24]([F:35])([F:34])[C:25]1[CH:30]=[CH:29][CH:28]=[C:27]([N:31]=[C:32]=[O:33])[CH:26]=1, predict the reaction product. The product is: [CH:20]([O:19][CH:13]([CH2:12][C:6]1[CH:7]=[CH:8][C:9]([O:10][CH3:11])=[C:4]([CH2:3][CH2:2][O:1][C:32]([NH:31][C:27]2[CH:28]=[CH:29][CH:30]=[C:25]([C:24]([F:23])([F:34])[F:35])[CH:26]=2)=[O:33])[CH:5]=1)[C:14]([OH:16])=[O:15])([CH3:21])[CH3:22]. (4) Given the reactants Cl[CH2:2][C:3](=[O:5])[CH3:4].[Br:6][C:7]1[N:12]=[C:11]([O:13][CH3:14])[C:10]([NH:15][CH:16]=[O:17])=[CH:9][CH:8]=1.C(=O)([O-])[O-].[Cs+].[Cs+].[I-].[K+], predict the reaction product. The product is: [Br:6][C:7]1[N:12]=[C:11]([O:13][CH3:14])[C:10]([N:15]([CH2:2][C:3](=[O:5])[CH3:4])[CH:16]=[O:17])=[CH:9][CH:8]=1. (5) Given the reactants [F:1][C:2]1[CH:3]=[C:4]2[C:9](=[CH:10][C:11]=1[O:12][CH3:13])[CH2:8][CH:7]([C:14]([O:16]C)=[O:15])[CH2:6][CH2:5]2.[OH-].[Na+], predict the reaction product. The product is: [F:1][C:2]1[CH:3]=[C:4]2[C:9](=[CH:10][C:11]=1[O:12][CH3:13])[CH2:8][CH:7]([C:14]([OH:16])=[O:15])[CH2:6][CH2:5]2. (6) Given the reactants [CH3:1][O:2][C:3]1[CH:27]=[CH:26][C:6]2[N:7](CC3C=CC(OC)=CC=3)[C:8](=[O:16])[C:9]3[CH2:10][CH2:11][CH2:12][N:13]([CH3:15])[C:14]=3[C:5]=2[CH:4]=1.[OH-].[Na+].Cl, predict the reaction product. The product is: [CH3:1][O:2][C:3]1[CH:27]=[CH:26][C:6]2[NH:7][C:8](=[O:16])[C:9]3[CH2:10][CH2:11][CH2:12][N:13]([CH3:15])[C:14]=3[C:5]=2[CH:4]=1. (7) Given the reactants [NH2:1][CH:2]([C:7]1[CH:12]=[CH:11][C:10]([O:13][CH:14]([F:16])[F:15])=[C:9]([O:17][CH2:18][CH:19]2[CH2:21][CH2:20]2)[CH:8]=1)[CH2:3][C:4]([OH:6])=[O:5].C(ON1[C:29](=[O:30])[CH:28]2[C:31](=C=O)[CH:32]=[CH:33][CH:34]=[C:27]2[C:26]1=[O:37])C.C(=O)([O-])[O-].[Na+].[Na+].Cl, predict the reaction product. The product is: [CH:19]1([CH2:18][O:17][C:9]2[CH:8]=[C:7]([CH:2]([N:1]3[C:29](=[O:30])[C:28]4[C:27](=[CH:34][CH:33]=[CH:32][CH:31]=4)[C:26]3=[O:37])[CH2:3][C:4]([OH:6])=[O:5])[CH:12]=[CH:11][C:10]=2[O:13][CH:14]([F:16])[F:15])[CH2:21][CH2:20]1. (8) Given the reactants [F:1][C:2]1[CH:29]=[CH:28][C:5]([CH2:6][C:7]2[N:11]([CH2:12][C:13]([N:15]3[CH2:20][CH2:19][CH:18]([NH2:21])[CH2:17][CH2:16]3)=[O:14])[N:10]=[C:9]([C:22]3[CH:27]=[CH:26][N:25]=[CH:24][CH:23]=3)[CH:8]=2)=[CH:4][CH:3]=1.[CH:30]([N:33]=[C:34]=[O:35])([CH3:32])[CH3:31], predict the reaction product. The product is: [F:1][C:2]1[CH:3]=[CH:4][C:5]([CH2:6][C:7]2[N:11]([CH2:12][C:13]([N:15]3[CH2:16][CH2:17][CH:18]([NH:21][C:34]([NH:33][CH:30]([CH3:32])[CH3:31])=[O:35])[CH2:19][CH2:20]3)=[O:14])[N:10]=[C:9]([C:22]3[CH:23]=[CH:24][N:25]=[CH:26][CH:27]=3)[CH:8]=2)=[CH:28][CH:29]=1. (9) Given the reactants [C:1]([NH:20][C@H:21]([C:24]([O:26][CH3:27])=[O:25])[CH2:22][OH:23])([C:14]1[CH:19]=[CH:18][CH:17]=[CH:16][CH:15]=1)([C:8]1[CH:13]=[CH:12][CH:11]=[CH:10][CH:9]=1)[C:2]1[CH:7]=[CH:6][CH:5]=[CH:4][CH:3]=1.[OH-].[Na+].[CH2:30](Br)[C:31]1[CH:36]=[CH:35][CH:34]=[CH:33][CH:32]=1, predict the reaction product. The product is: [CH2:30]([O:23][CH2:22][C@@H:21]([C:24]([O:26][CH3:27])=[O:25])[NH:20][C:1]([C:8]1[CH:13]=[CH:12][CH:11]=[CH:10][CH:9]=1)([C:14]1[CH:15]=[CH:16][CH:17]=[CH:18][CH:19]=1)[C:2]1[CH:3]=[CH:4][CH:5]=[CH:6][CH:7]=1)[C:31]1[CH:36]=[CH:35][CH:34]=[CH:33][CH:32]=1.